This data is from Forward reaction prediction with 1.9M reactions from USPTO patents (1976-2016). The task is: Predict the product of the given reaction. (1) Given the reactants Br[CH:2]([C:8](OCC)=O)[C:3]([O:5][CH2:6][CH3:7])=[O:4].C(=O)([O-])[O-].[K+].[K+].C1(C)C=CC=CC=1.[OH:26][C:27]1[CH:34]=[CH:33][C:32]([I:35])=[CH:31][C:28]=1C=O, predict the reaction product. The product is: [I:35][C:32]1[CH:31]=[CH:28][C:27]2[O:26][C:2]([C:3]([O:5][CH2:6][CH3:7])=[O:4])=[CH:8][C:34]=2[CH:33]=1. (2) Given the reactants [C:1]1([CH3:17])[CH:6]=[CH:5][CH:4]=[CH:3][C:2]=1[O:7][CH2:8][CH2:9][CH2:10][CH2:11][CH2:12][CH2:13][CH2:14][CH2:15][NH2:16].Cl[C:19]1[C:28]2[C:23](=[CH:24][CH:25]=[CH:26][CH:27]=2)[N:22]=[CH:21][CH:20]=1.C(OCCCOCCCCCCCCNC1C2C(=CC=CC=2)N=CC=1)C, predict the reaction product. The product is: [C:1]1([CH3:17])[CH:6]=[CH:5][CH:4]=[CH:3][C:2]=1[O:7][CH2:8][CH2:9][CH2:10][CH2:11][CH2:12][CH2:13][CH2:14][CH2:15][NH:16][C:19]1[C:28]2[C:23](=[CH:24][CH:25]=[CH:26][CH:27]=2)[N:22]=[CH:21][CH:20]=1. (3) The product is: [C:50]([C:49]([NH:48][C:8](=[O:10])[C:7]1[CH:6]=[CH:5][C:4]([O:3][C:2]([F:1])([F:14])[F:13])=[CH:12][CH:11]=1)([CH3:68])[CH2:52][O:53][C:54]1[CH:55]=[CH:56][C:57]2[CH2:61][O:60][B:59]([OH:62])[C:58]=2[C:63]=1[O:64][CH:65]1[CH2:66][CH2:67]1)#[N:51]. Given the reactants [F:1][C:2]([F:14])([F:13])[O:3][C:4]1[CH:12]=[CH:11][C:7]([C:8]([OH:10])=O)=[CH:6][CH:5]=1.CN(C(ON1N=NC2C=CC=NC1=2)=[N+](C)C)C.F[P-](F)(F)(F)(F)F.CCN(C(C)C)C(C)C.[NH2:48][C:49]([CH3:68])([CH2:52][O:53][C:54]1[CH:55]=[CH:56][C:57]2[CH2:61][O:60][B:59]([OH:62])[C:58]=2[C:63]=1[O:64][CH:65]1[CH2:67][CH2:66]1)[C:50]#[N:51], predict the reaction product.